Predict which catalyst facilitates the given reaction. From a dataset of Catalyst prediction with 721,799 reactions and 888 catalyst types from USPTO. Reactant: [CH2:1]([NH:4][C:5]1[CH:9]=[C:8]([C:10]2[CH:15]=[CH:14][N:13]=[CH:12][CH:11]=2)[S:7][C:6]=1[C:16]([OH:18])=O)[CH2:2][CH3:3].[Cl-].[NH4+].C([N:23](CC)CC)C.ON1C2C=CC=CC=2N=N1.Cl.C(N=C=NCCCN(C)C)C.C(=O)([O-])O.[Na+]. Product: [CH2:1]([NH:4][C:5]1[CH:9]=[C:8]([C:10]2[CH:15]=[CH:14][N:13]=[CH:12][CH:11]=2)[S:7][C:6]=1[C:16]([NH2:23])=[O:18])[CH2:2][CH3:3]. The catalyst class is: 136.